This data is from Full USPTO retrosynthesis dataset with 1.9M reactions from patents (1976-2016). The task is: Predict the reactants needed to synthesize the given product. (1) Given the product [Cl:1][C:2]1[N:7]=[C:6]([O:8][C:9]2[CH:10]=[C:11]([CH:12]=[CH:13][CH:14]=2)[NH2:15])[C:5]([F:18])=[CH:4][N:3]=1, predict the reactants needed to synthesize it. The reactants are: [Cl:1][C:2]1[N:7]=[C:6]([O:8][C:9]2[CH:14]=[CH:13][CH:12]=[C:11]([N+:15]([O-])=O)[CH:10]=2)[C:5]([F:18])=[CH:4][N:3]=1. (2) Given the product [O:1]1[CH2:6][CH2:5][C:4](=[C:7]([CH3:10])[CH:8]=[O:9])[CH2:3][CH2:2]1, predict the reactants needed to synthesize it. The reactants are: [O:1]1[CH2:6][CH2:5][C:4](=[C:7]([CH3:10])[CH2:8][OH:9])[CH2:3][CH2:2]1. (3) The reactants are: NC1N=CN=C([C:8]2[CH:9]=[C:10]([N:14]3[CH:23]=[CH:22][C:21]4[C:16](=[C:17]([F:27])[CH:18]=[C:19]([CH:24]5[CH2:26][CH2:25]5)[CH:20]=4)[C:15]3=[O:28])[CH:11]=[CH:12][CH:13]=2)C=1OCCNC.CCN(C(C)C)C(C)C.C([Cl:47])(=O)C=C. Given the product [Cl:47][C:8]1[CH:9]=[C:10]([N:14]2[CH:23]=[CH:22][C:21]3[C:16](=[C:17]([F:27])[CH:18]=[C:19]([CH:24]4[CH2:26][CH2:25]4)[CH:20]=3)[C:15]2=[O:28])[CH:11]=[CH:12][CH:13]=1, predict the reactants needed to synthesize it.